From a dataset of Reaction yield outcomes from USPTO patents with 853,638 reactions. Predict the reaction yield, written as a fraction of the theoretical maximum amount of product (1.0 means a 100% yield; for example, 0.34 means a 34% yield). (1) The reactants are C([O:3][C:4]([C:6]1[S:10][C:9]([NH:11][C:12]2[N:16]=[C:15]([CH3:17])[S:14][N:13]=2)=[N:8][C:7]=1[C:18]1[C:19]([CH:32]([OH:35])[CH2:33][CH3:34])=[N:20][N:21]([CH2:23][C:24]2[CH:29]=[CH:28][C:27]([O:30][CH3:31])=[CH:26][CH:25]=2)[CH:22]=1)=O)C.CC(C[AlH]CC(C)C)C.CO.C([O-])([O-])=O.[K+].[K+]. The catalyst is C(Cl)Cl. The product is [CH3:31][O:30][C:27]1[CH:26]=[CH:25][C:24]([CH2:23][N:21]2[CH:22]=[C:18]([C:7]3[N:8]=[C:9]([NH:11][C:12]4[N:16]=[C:15]([CH3:17])[S:14][N:13]=4)[S:10][C:6]=3[CH2:4][OH:3])[C:19]([CH:32]([OH:35])[CH2:33][CH3:34])=[N:20]2)=[CH:29][CH:28]=1. The yield is 0.790. (2) The reactants are [NH2:1][C:2]1[CH:7]=[C:6]([CH2:8]O)[N:5]=[C:4]([C:10]([O:12][CH3:13])=[O:11])[C:3]=1[Cl:14].COCCN(S(F)(F)[F:25])CCOC. The catalyst is C(Cl)Cl. The product is [NH2:1][C:2]1[CH:7]=[C:6]([CH2:8][F:25])[N:5]=[C:4]([C:10]([O:12][CH3:13])=[O:11])[C:3]=1[Cl:14]. The yield is 0.150.